Dataset: Full USPTO retrosynthesis dataset with 1.9M reactions from patents (1976-2016). Task: Predict the reactants needed to synthesize the given product. (1) Given the product [Cl:1][C:2]1[CH:7]=[C:6]2[NH:8][C:9](=[O:39])[C:10]3([CH:15]([C:16]4[CH:21]=[C:20]([Cl:22])[CH:19]=[CH:18][C:17]=4[O:23][CH:24]4[CH2:29][CH2:28][N:27]([S:41]([CH3:40])(=[O:43])=[O:42])[CH2:26][CH2:25]4)[CH2:14][C:13](=[O:30])[NH:12][CH:11]3[C:31]3[CH:36]=[C:35]([F:37])[CH:34]=[CH:33][C:32]=3[CH3:38])[C:5]2=[CH:4][CH:3]=1, predict the reactants needed to synthesize it. The reactants are: [Cl:1][C:2]1[CH:7]=[C:6]2[NH:8][C:9](=[O:39])[C:10]3([CH:15]([C:16]4[CH:21]=[C:20]([Cl:22])[CH:19]=[CH:18][C:17]=4[O:23][CH:24]4[CH2:29][CH2:28][NH:27][CH2:26][CH2:25]4)[CH2:14][C:13](=[O:30])[NH:12][CH:11]3[C:31]3[CH:36]=[C:35]([F:37])[CH:34]=[CH:33][C:32]=3[CH3:38])[C:5]2=[CH:4][CH:3]=1.[CH3:40][S:41](Cl)(=[O:43])=[O:42].N1C=CC=CC=1. (2) Given the product [Cl:1][C:2]1[CH:3]=[CH:4][C:5]2[NH:11][C:10]3[CH:12]=[CH:13][C:14]([O:16][CH3:17])=[CH:15][C:9]=3[C:8]([N:20]3[CH2:25][CH2:24][NH:23][CH2:22][CH2:21]3)=[N:7][C:6]=2[CH:19]=1, predict the reactants needed to synthesize it. The reactants are: [Cl:1][C:2]1[CH:3]=[CH:4][C:5]2[NH:11][C:10]3[CH:12]=[CH:13][C:14]([O:16][CH3:17])=[CH:15][C:9]=3[C:8](=O)[NH:7][C:6]=2[CH:19]=1.[NH:20]1[CH2:25][CH2:24][NH:23][CH2:22][CH2:21]1. (3) Given the product [CH:1]1([C:7]2([CH2:22][O:23][S:41]([CH3:40])(=[O:43])=[O:42])[CH2:13][CH:12]3[N:14]([C:15]([O:17][C:18]([CH3:19])([CH3:20])[CH3:21])=[O:16])[CH:9]([CH2:10][CH2:11]3)[CH2:8]2)[CH2:2][CH2:3][CH2:4][CH2:5][CH2:6]1, predict the reactants needed to synthesize it. The reactants are: [CH:1]1([C:7]2([CH2:22][OH:23])[CH2:13][CH:12]3[N:14]([C:15]([O:17][C:18]([CH3:21])([CH3:20])[CH3:19])=[O:16])[CH:9]([CH2:10][CH2:11]3)[CH2:8]2)[CH2:6][CH2:5][CH2:4][CH2:3][CH2:2]1.C(NC(C)C)(C)C.CN(C1C=CC=CN=1)C.[CH3:40][S:41](Cl)(=[O:43])=[O:42].